From a dataset of Forward reaction prediction with 1.9M reactions from USPTO patents (1976-2016). Predict the product of the given reaction. (1) Given the reactants [CH3:1][O:2][CH2:3][C@H:4]([CH3:30])[O:5][C:6]1[CH:7]=[C:8]([CH:19]=[C:20]([C:22]([NH:24][C:25]2[CH:29]=[CH:28][NH:27][N:26]=2)=[O:23])[CH:21]=1)[O:9][C:10]1[CH:18]=[CH:17][C:13]([C:14](O)=[O:15])=[CH:12][CH:11]=1.[CH3:31][N:32](C(ON1N=NC2C=CC=NC1=2)=[N+](C)C)[CH3:33].F[P-](F)(F)(F)(F)F.CNC.CCN(C(C)C)C(C)C, predict the reaction product. The product is: [CH3:31][N:32]([CH3:33])[C:14]([C:13]1[CH:17]=[CH:18][C:10]([O:9][C:8]2[CH:19]=[C:20]([CH:21]=[C:6]([O:5][C@@H:4]([CH3:30])[CH2:3][O:2][CH3:1])[CH:7]=2)[C:22]([NH:24][C:25]2[CH:29]=[CH:28][NH:27][N:26]=2)=[O:23])=[CH:11][CH:12]=1)=[O:15]. (2) Given the reactants [Cl:1][C:2]1[CH:7]=[CH:6][CH:5]=[C:4]([C:8]([F:11])([F:10])[F:9])[C:3]=1[C:12]1[CH:17]=[CH:16][N:15]=[C:14]([C:18](=[N:20][OH:21])[NH2:19])[CH:13]=1.[C:22](N1C=CN=C1)(N1C=CN=C1)=[O:23].N12CCCN=C1CCCCC2.Cl, predict the reaction product. The product is: [Cl:1][C:2]1[CH:7]=[CH:6][CH:5]=[C:4]([C:8]([F:9])([F:10])[F:11])[C:3]=1[C:12]1[CH:17]=[CH:16][N:15]=[C:14]([C:18]2[NH:20][O:21][C:22](=[O:23])[N:19]=2)[CH:13]=1. (3) Given the reactants [C:1](=O)(OC(Cl)(Cl)Cl)[O:2]C(Cl)(Cl)Cl.[CH3:13][N:14]1[CH2:18][CH2:17][C@H:16]([NH2:19])[CH2:15]1.[CH3:20][O:21][C:22]1[CH:23]=[CH:24][CH:25]=[C:26]2[C:31]=1[CH:30]([NH:32][C:33]1[CH:42]=[CH:41][C:40]3[C:35](=[CH:36][CH:37]=[C:38]([NH2:43])[CH:39]=3)[N:34]=1)[CH2:29][CH2:28][CH2:27]2, predict the reaction product. The product is: [CH3:20][O:21][C:22]1[CH:23]=[CH:24][CH:25]=[C:26]2[C:31]=1[CH:30]([NH:32][C:33]1[CH:42]=[CH:41][C:40]3[C:35](=[CH:36][CH:37]=[C:38]([NH:43][C:1]([NH:19][C@H:16]4[CH2:17][CH2:18][N:14]([CH3:13])[CH2:15]4)=[O:2])[CH:39]=3)[N:34]=1)[CH2:29][CH2:28][CH2:27]2. (4) Given the reactants C(OC([N:8]1[CH2:13][CH2:12][CH:11]([CH2:14][O:15][C:16]2[CH:17]=[CH:18][C:19]([C:22]3[CH2:23][CH2:24][N:25]([S:28]([CH3:31])(=[O:30])=[O:29])[CH2:26][CH:27]=3)=[N:20][CH:21]=2)[CH2:10][CH2:9]1)=O)(C)(C)C.Cl.[OH-].[Na+], predict the reaction product. The product is: [CH3:31][S:28]([N:25]1[CH2:24][CH:23]=[C:22]([C:19]2[CH:18]=[CH:17][C:16]([O:15][CH2:14][CH:11]3[CH2:12][CH2:13][NH:8][CH2:9][CH2:10]3)=[CH:21][N:20]=2)[CH2:27][CH2:26]1)(=[O:29])=[O:30]. (5) Given the reactants [CH2:1]([C:5]1[N:6]=[C:7]([CH3:27])[NH:8][C:9](=[O:26])[C:10]=1[CH2:11][C:12]1[CH:17]=[CH:16][C:15]([C:18]2[C:19]([C:24]#[N:25])=[CH:20][CH:21]=[CH:22][CH:23]=2)=[CH:14][CH:13]=1)[CH2:2][CH2:3][CH3:4].[H-].[Na+].CN(C)C=O.Br[CH2:36][C:37]1[CH:42]=[CH:41][C:40]([C:43]([CH3:46])([CH3:45])[CH3:44])=[CH:39][CH:38]=1, predict the reaction product. The product is: [CH2:1]([C:5]1[N:6]=[C:7]([CH3:27])[N:8]([CH2:36][C:37]2[CH:42]=[CH:41][C:40]([C:43]([CH3:46])([CH3:45])[CH3:44])=[CH:39][CH:38]=2)[C:9](=[O:26])[C:10]=1[CH2:11][C:12]1[CH:17]=[CH:16][C:15]([C:18]2[C:19]([C:24]#[N:25])=[CH:20][CH:21]=[CH:22][CH:23]=2)=[CH:14][CH:13]=1)[CH2:2][CH2:3][CH3:4]. (6) Given the reactants [I:1][C:2]1[CH:10]=[C:9]2[C:5]([C:6]([CH2:16][CH2:17][C:18]([O:20]CC)=[O:19])=[C:7]([C:11]([O:13]CC)=[O:12])[NH:8]2)=[CH:4][CH:3]=1.O.O.O.[OH-].[Li+], predict the reaction product. The product is: [C:18]([CH2:17][CH2:16][C:6]1[C:5]2[C:9](=[CH:10][C:2]([I:1])=[CH:3][CH:4]=2)[NH:8][C:7]=1[C:11]([OH:13])=[O:12])([OH:20])=[O:19]. (7) The product is: [CH2:11]([O:13][C:14]([C:15]1[C:16]([CH3:17])=[N:9][N:8]([C:4]2[CH:3]=[C:2]([CH3:10])[CH:7]=[CH:6][CH:5]=2)[C:19]=1[CH3:20])=[O:22])[CH3:12]. Given the reactants Cl.[C:2]1([CH3:10])[CH:7]=[CH:6][CH:5]=[C:4]([NH:8][NH2:9])[CH:3]=1.[CH2:11]([O:13][C:14](=[O:22])[CH:15]([C:19](=O)[CH3:20])[C:16](=O)[CH3:17])[CH3:12].N1C=CC=CC=1, predict the reaction product. (8) Given the reactants [Br:1][C:2]1[CH:7]=[CH:6][C:5]([Br:8])=[CH:4][C:3]=1[S:9]([NH:12][C@H:13]1[CH2:17][N:16]([C:18](OC(C)(C)C)=O)[C@@H:15]([CH2:25][O:26][C:27]([NH:29][C:30]2[CH:35]=[CH:34][CH:33]=[CH:32][CH:31]=2)=[O:28])[CH2:14]1)(=[O:11])=[O:10].Cl.CC[N:39](C(C)C)C(C)C.BrC#N.C(O)C(N)(CO)CO, predict the reaction product. The product is: [C:30]1([NH:29][C:27](=[O:28])[O:26][CH2:25][C@H:15]2[CH2:14][C@@H:13]([NH:12][S:9]([C:3]3[CH:4]=[C:5]([Br:8])[CH:6]=[CH:7][C:2]=3[Br:1])(=[O:10])=[O:11])[CH2:17][N:16]2[C:18]#[N:39])[CH:31]=[CH:32][CH:33]=[CH:34][CH:35]=1. (9) Given the reactants [Cl:1][C:2]1[CH:7]=[CH:6][C:5]([NH:8][C:9](=[O:14])[C:10]([CH3:13])([CH3:12])[CH3:11])=[CH:4][CH:3]=1.[CH2:15]([Li])[CH2:16][CH2:17][CH3:18].[OH2:20], predict the reaction product. The product is: [Cl:1][C:2]1[CH:3]=[CH:4][C:5]([NH:8][C:9](=[O:14])[C:10]([CH3:11])([CH3:13])[CH3:12])=[C:6]([C:15]([C:16]2[C:5]([CH3:4])=[N:8][CH:9]=[CH:18][CH:17]=2)=[O:20])[CH:7]=1. (10) Given the reactants [CH:1]1([O:6][C:7]2[N:15]=[C:14]3[C:10]([N:11]=[CH:12][N:13]3[C@@H:16]3[O:32][C@H:31]([CH3:33])[C@@H:29]([OH:30])[C@H:17]3[O:18][Si:19]([CH:26]([CH3:28])[CH3:27])([CH:23]([CH3:25])[CH3:24])[CH:20]([CH3:22])[CH3:21])=[C:9]([NH2:34])[N:8]=2)[CH2:5][CH2:4][CH2:3][CH2:2]1.CO[CH:37](OC)[N:38]([CH3:40])[CH3:39], predict the reaction product. The product is: [CH:1]1([O:6][C:7]2[N:15]=[C:14]3[C:10]([N:11]=[CH:12][N:13]3[C@@H:16]3[O:32][C@H:31]([CH3:33])[C@@H:29]([OH:30])[C@H:17]3[O:18][Si:19]([CH:23]([CH3:24])[CH3:25])([CH:26]([CH3:27])[CH3:28])[CH:20]([CH3:21])[CH3:22])=[C:9](/[N:34]=[CH:37]\[N:38]([CH3:40])[CH3:39])[N:8]=2)[CH2:2][CH2:3][CH2:4][CH2:5]1.